From a dataset of Catalyst prediction with 721,799 reactions and 888 catalyst types from USPTO. Predict which catalyst facilitates the given reaction. (1) Reactant: [Br:1][C:2]1[CH:7]=[CH:6][CH:5]=[CH:4][C:3]=1[N:8]=[C:9]=[O:10].[C:11]([C:15]1[CH:22]=[CH:21][C:18]([CH2:19][NH2:20])=[CH:17][CH:16]=1)([CH3:14])([CH3:13])[CH3:12].[C:23](Cl)(=[O:28])[CH2:24][C:25](Cl)=[O:26]. Product: [Br:1][C:2]1[CH:7]=[CH:6][CH:5]=[CH:4][C:3]=1[N:8]1[C:25](=[O:26])[CH2:24][C:23](=[O:28])[N:20]([CH2:19][C:18]2[CH:17]=[CH:16][C:15]([C:11]([CH3:14])([CH3:12])[CH3:13])=[CH:22][CH:21]=2)[C:9]1=[O:10]. The catalyst class is: 4. (2) Reactant: C1(C)C=CC=C(CC[O:9][C:10](=[O:29])[C:11]2[CH:16]=[CH:15][C:14]([O:17][CH2:18][CH2:19][C:20]3[CH:21]=[C:22]([CH3:26])[CH:23]=[CH:24][CH:25]=3)=[C:13]([CH:27]=[O:28])[CH:12]=2)C=1.[Li+].[OH-].O. Product: [CH:27]([C:13]1[CH:12]=[C:11]([CH:16]=[CH:15][C:14]=1[O:17][CH2:18][CH2:19][C:20]1[CH:21]=[C:22]([CH3:26])[CH:23]=[CH:24][CH:25]=1)[C:10]([OH:29])=[O:9])=[O:28]. The catalyst class is: 1. (3) Reactant: C([OH:3])C.[ClH:4].[CH3:5][O:6][C:7]1[CH:8]=[C:9]([CH2:15][CH2:16][NH:17][CH2:18][CH2:19][CH2:20][NH:21][C:22](=[O:32])[C:23]2[CH:28]=[CH:27][C:26]([N+:29]([O-:31])=[O:30])=[CH:25][CH:24]=2)[CH:10]=[CH:11][C:12]=1[O:13][CH3:14]. Product: [OH2:3].[ClH:4].[CH3:5][O:6][C:7]1[CH:8]=[C:9]([CH2:15][CH2:16][NH:17][CH2:18][CH2:19][CH2:20][NH:21][C:22](=[O:32])[C:23]2[CH:24]=[CH:25][C:26]([N+:29]([O-:31])=[O:30])=[CH:27][CH:28]=2)[CH:10]=[CH:11][C:12]=1[O:13][CH3:14]. The catalyst class is: 6. (4) Reactant: [CH:1]1([NH2:7])[CH2:6][CH2:5][CH2:4][CH2:3][CH2:2]1.C([O:10][C:11]([C:13]1[C:14](=[O:32])[N:15]([CH2:25][C:26]2[CH:31]=[CH:30][CH:29]=[CH:28][CH:27]=2)[C:16]2[C:21]([C:22]=1[OH:23])=[CH:20][C:19]([F:24])=[CH:18][CH:17]=2)=O)C. Product: [CH:1]1([NH:7][C:11]([C:13]2[C:14](=[O:32])[N:15]([CH2:25][C:26]3[CH:31]=[CH:30][CH:29]=[CH:28][CH:27]=3)[C:16]3[C:21]([C:22]=2[OH:23])=[CH:20][C:19]([F:24])=[CH:18][CH:17]=3)=[O:10])[CH2:6][CH2:5][CH2:4][CH2:3][CH2:2]1. The catalyst class is: 93. (5) Reactant: Cl[C:2]1[CH:11]=[C:10]([C:12]([NH:14][CH2:15][C@H:16]2[CH2:21][CH2:20][C@H:19]([CH2:22][NH:23][C:24](=[O:30])[O:25][C:26]([CH3:29])([CH3:28])[CH3:27])[CH2:18][CH2:17]2)=[O:13])[C:9]2[C:4](=[CH:5][CH:6]=[CH:7][CH:8]=2)[N:3]=1.FC(F)(F)C(O)=O.FC(F)(F)C(O)=O.[CH3:45][N:46]([CH3:56])[CH2:47][CH2:48][O:49][CH:50]1[CH2:55][CH2:54][NH:53][CH2:52][CH2:51]1.C([O-])([O-])=O.[K+].[K+]. Product: [CH3:45][N:46]([CH3:56])[CH2:47][CH2:48][O:49][CH:50]1[CH2:55][CH2:54][N:53]([C:2]2[CH:11]=[C:10]([C:12]([NH:14][CH2:15][C@H:16]3[CH2:17][CH2:18][C@H:19]([CH2:22][NH:23][C:24](=[O:30])[O:25][C:26]([CH3:29])([CH3:27])[CH3:28])[CH2:20][CH2:21]3)=[O:13])[C:9]3[C:4](=[CH:5][CH:6]=[CH:7][CH:8]=3)[N:3]=2)[CH2:52][CH2:51]1. The catalyst class is: 17. (6) Reactant: [CH3:1][C:2]1[C:10]([C:11]2[S:12][C:13]([C:20]3[NH:24][CH:23]=[N:22][N:21]=3)=[C:14]([O:16][CH2:17][CH:18]=[CH2:19])[N:15]=2)=[C:5]2[CH:6]=[CH:7][CH:8]=[CH:9][N:4]2[N:3]=1.O1CCCC1. Product: [CH3:1][C:2]1[C:10]([C:11]2[S:12][C:13]([C:20]3[NH:24][CH:23]=[N:22][N:21]=3)=[C:14]([O:16][CH2:17][CH2:18][CH3:19])[N:15]=2)=[C:5]2[CH:6]=[CH:7][CH:8]=[CH:9][N:4]2[N:3]=1. The catalyst class is: 29.